This data is from Reaction yield outcomes from USPTO patents with 853,638 reactions. The task is: Predict the reaction yield, written as a fraction of the theoretical maximum amount of product (1.0 means a 100% yield; for example, 0.34 means a 34% yield). (1) The reactants are [NH:1]1[CH2:4][CH:3]([OH:5])[CH2:2]1.C([O-])(O)=O.[Na+].[CH3:11][C:12]([O:15][C:16](O[C:16]([O:15][C:12]([CH3:14])([CH3:13])[CH3:11])=[O:17])=[O:17])([CH3:14])[CH3:13]. The catalyst is O. The product is [OH:5][CH:3]1[CH2:4][N:1]([C:16]([O:15][C:12]([CH3:14])([CH3:13])[CH3:11])=[O:17])[CH2:2]1. The yield is 0.510. (2) The reactants are [C:1]1([C:7]#[C:8][CH2:9][CH2:10][CH2:11][CH2:12][CH2:13][CH3:14])[CH:6]=[CH:5][CH:4]=[CH:3][CH:2]=1.[C:15]1(C2C(=O)C([C:15]3[CH:20]=[CH:19][CH:18]=[CH:17][CH:16]=3)=C([C:15]3[CH:20]=[CH:19][CH:18]=[CH:17][CH:16]=3)C=2[C:15]2[CH:20]=[CH:19][CH:18]=[CH:17][CH:16]=2)[CH:20]=[CH:19][CH:18]=[CH:17][CH:16]=1.[C:45]([C:53]1[CH:58]=[CH:57][CH:56]=[CH:55][CH:54]=1)(=O)[C:46]1[CH:51]=[CH:50][CH:49]=[CH:48][CH:47]=1. No catalyst specified. The product is [CH2:46]([C:45]1[C:7]([C:1]2[CH:6]=[CH:5][CH:4]=[CH:3][CH:2]=2)=[C:8]([C:9]2[CH:14]=[CH:13][CH:12]=[CH:11][CH:10]=2)[C:57]([C:15]2[CH:20]=[CH:19][CH:18]=[CH:17][CH:16]=2)=[C:58]([C:1]2[CH:6]=[CH:5][CH:4]=[CH:3][CH:2]=2)[C:53]=1[C:54]1[CH:9]=[CH:8][CH:7]=[CH:56][CH:55]=1)[CH2:47][CH2:48][CH2:49][CH2:50][CH3:51]. The yield is 0.750.